Dataset: Reaction yield outcomes from USPTO patents with 853,638 reactions. Task: Predict the reaction yield, written as a fraction of the theoretical maximum amount of product (1.0 means a 100% yield; for example, 0.34 means a 34% yield). The reactants are [Si]([O:8][CH2:9][CH2:10][N:11]1[C:16](=[O:17])[C:15]2[CH:18]=[C:19]([CH2:21][CH3:22])[S:20][C:14]=2[NH:13][C:12]1=[O:23])(C(C)(C)C)(C)C.Br[CH2:25][C:26]1[CH:31]=[CH:30][C:29]([C:32]2[CH:37]=[CH:36][CH:35]=[CH:34][C:33]=2[C:38]2[N:42]=[C:41](C(Cl)(Cl)Cl)[O:40][N:39]=2)=[CH:28][CH:27]=1.CN(C)C=[O:50].[H-].[Na+]. The catalyst is C(OCC)(=O)C. The product is [CH2:21]([C:19]1[S:20][C:14]2[N:13]([CH2:25][C:26]3[CH:31]=[CH:30][C:29]([C:32]4[CH:37]=[CH:36][CH:35]=[CH:34][C:33]=4[C:38]4[NH:42][C:41](=[O:50])[O:40][N:39]=4)=[CH:28][CH:27]=3)[C:12](=[O:23])[N:11]([CH2:10][CH2:9][OH:8])[C:16](=[O:17])[C:15]=2[CH:18]=1)[CH3:22]. The yield is 0.370.